This data is from Full USPTO retrosynthesis dataset with 1.9M reactions from patents (1976-2016). The task is: Predict the reactants needed to synthesize the given product. (1) Given the product [CH:1]1([C:6]2[N:14]([CH2:15][O:16][CH3:17])[C:13]3[C:12]4=[N:18][CH:19]([CH2:21][N:36]5[C:32](=[O:42])[C:33]6[C:34](=[CH:38][CH:39]=[CH:40][CH:41]=6)[C:35]5=[O:37])[CH2:20][N:11]4[C:10](=[O:27])[N:9]([CH2:28][CH2:29][CH3:30])[C:8]=3[N:7]=2)[CH2:2][CH2:3][CH2:4][CH2:5]1, predict the reactants needed to synthesize it. The reactants are: [CH:1]1([C:6]2[N:14]([CH2:15][O:16][CH3:17])[C:13]3[C:12]4=[N:18][CH:19]([CH2:21]OS(C)(=O)=O)[CH2:20][N:11]4[C:10](=[O:27])[N:9]([CH2:28][CH2:29][CH3:30])[C:8]=3[N:7]=2)[CH2:5][CH2:4][CH2:3][CH2:2]1.[K].[C:32]1(=[O:42])[NH:36][C:35](=[O:37])[C:34]2=[CH:38][CH:39]=[CH:40][CH:41]=[C:33]12. (2) Given the product [C:7]([O:6][C:5](=[O:11])[CH2:4][CH2:3][C@H:2]([NH:1][C:15]([O:17][CH2:18][C:19]1[CH:24]=[CH:23][CH:22]=[CH:21][CH:20]=1)=[O:16])[CH2:12][OH:13])([CH3:10])([CH3:8])[CH3:9], predict the reactants needed to synthesize it. The reactants are: [NH:1]([C:15]([O:17][CH2:18][C:19]1[CH:24]=[CH:23][CH:22]=[CH:21][CH:20]=1)=[O:16])[C@H:2]([C:12](O)=[O:13])[CH2:3][CH2:4][C:5](=[O:11])[O:6][C:7]([CH3:10])([CH3:9])[CH3:8].CN1CCOCC1.ClC(OCC)=O.[BH4-].[Na+].OS([O-])(=O)=O.[K+]. (3) Given the product [Cl:7][C:8]1[CH:13]=[CH:12][C:11]([C:14]2[NH:15][C:16]3[C:21]([C:22]=2[C:1](=[O:5])[C:2]([NH:34][CH3:33])=[O:3])=[CH:20][CH:19]=[CH:18][CH:17]=3)=[CH:10][C:9]=1[S:23](=[O:25])(=[O:24])[NH:26][CH:27]1[CH2:32][CH2:31][CH2:30][CH2:29][CH2:28]1, predict the reactants needed to synthesize it. The reactants are: [C:1](Cl)(=[O:5])[C:2](Cl)=[O:3].[Cl:7][C:8]1[CH:13]=[CH:12][C:11]([C:14]2[NH:15][C:16]3[C:21]([CH:22]=2)=[CH:20][CH:19]=[CH:18][CH:17]=3)=[CH:10][C:9]=1[S:23]([NH:26][CH:27]1[CH2:32][CH2:31][CH2:30][CH2:29][CH2:28]1)(=[O:25])=[O:24].[CH3:33][NH2:34]. (4) Given the product [CH3:1][O:2][C:3]1[CH:4]=[C:5]2[C:10](=[CH:11][C:12]=1[O:13][CH3:14])[N:9]=[CH:8][CH:7]=[C:6]2[O:15][C:16]1[CH:22]=[CH:21][C:19]([NH:20][C:38]([NH:37][C:35](=[O:36])[C:32]2[CH:31]=[CH:30][C:29]([N+:26]([O-:28])=[O:27])=[CH:34][CH:33]=2)=[S:39])=[CH:18][CH:17]=1, predict the reactants needed to synthesize it. The reactants are: [CH3:1][O:2][C:3]1[CH:4]=[C:5]2[C:10](=[CH:11][C:12]=1[O:13][CH3:14])[N:9]=[CH:8][CH:7]=[C:6]2[O:15][C:16]1[CH:22]=[CH:21][C:19]([NH2:20])=[CH:18][CH:17]=1.C(O)C.[N+:26]([C:29]1[CH:34]=[CH:33][C:32]([C:35]([N:37]=[C:38]=[S:39])=[O:36])=[CH:31][CH:30]=1)([O-:28])=[O:27]. (5) Given the product [CH2:1]([O:3][C:4](=[O:27])[C:5]([CH3:26])([CH3:25])[CH2:6][C:7]1[N:15]([CH2:16][C:17]2[CH:18]=[CH:19][C:20]([Cl:23])=[CH:21][CH:22]=2)[C:14]2[C:9](=[N:10][C:11]([O:24][CH2:29][C:30]3[CH:35]=[CH:34][CH:33]=[CH:32][N:31]=3)=[CH:12][CH:13]=2)[CH:8]=1)[CH3:2], predict the reactants needed to synthesize it. The reactants are: [CH2:1]([O:3][C:4](=[O:27])[C:5]([CH3:26])([CH3:25])[CH2:6][C:7]1[N:15]([CH2:16][C:17]2[CH:22]=[CH:21][C:20]([Cl:23])=[CH:19][CH:18]=2)[C:14]2[C:9](=[N:10][C:11]([OH:24])=[CH:12][CH:13]=2)[CH:8]=1)[CH3:2].Cl[CH2:29][C:30]1[CH:35]=[CH:34][CH:33]=[CH:32][N:31]=1.C([O-])([O-])=O.[K+].[K+].